Dataset: Reaction yield outcomes from USPTO patents with 853,638 reactions. Task: Predict the reaction yield, written as a fraction of the theoretical maximum amount of product (1.0 means a 100% yield; for example, 0.34 means a 34% yield). (1) The reactants are [Cl:1][C:2]1[CH:12]=[CH:11][C:5]2[CH2:6][CH2:7][NH:8][CH2:9][CH2:10][C:4]=2[C:3]=1[NH:13][CH2:14][C:15]1[CH:20]=[CH:19][C:18]([C:21]([NH:23][CH:24]([CH3:29])[C:25]([F:28])([F:27])[F:26])=[O:22])=[CH:17][CH:16]=1.[C:30]([O:34][C:35](O[C:35]([O:34][C:30]([CH3:33])([CH3:32])[CH3:31])=[O:36])=[O:36])([CH3:33])([CH3:32])[CH3:31].C(=O)([O-])[O-].[Na+].[Na+]. The catalyst is C(Cl)Cl.O. The product is [C:30]([O:34][C:35]([N:8]1[CH2:9][CH2:10][C:4]2[C:3]([NH:13][CH2:14][C:15]3[CH:20]=[CH:19][C:18]([C:21]([NH:23][CH:24]([CH3:29])[C:25]([F:27])([F:26])[F:28])=[O:22])=[CH:17][CH:16]=3)=[C:2]([Cl:1])[CH:12]=[CH:11][C:5]=2[CH2:6][CH2:7]1)=[O:36])([CH3:33])([CH3:32])[CH3:31]. The yield is 0.570. (2) The reactants are Br[C:2]1[CH:3]=[CH:4][C:5]([N:8]2[CH2:13][CH2:12][O:11][CH2:10][CH2:9]2)=[N:6][CH:7]=1.[C:14]([O:18][C:19]([N:21]1[CH2:26][CH2:25][CH:24]([NH2:27])[CH2:23][CH2:22]1)=[O:20])([CH3:17])([CH3:16])[CH3:15].O(C(C)(C)C)[K].C1(P(C2CCCCC2)C2C=CC=CC=2C2C(C(C)C)=CC(C(C)C)=CC=2C(C)C)CCCCC1. The catalyst is C1(C)C=CC=CC=1.C1C=CC(/C=C/C(/C=C/C2C=CC=CC=2)=O)=CC=1.C1C=CC(/C=C/C(/C=C/C2C=CC=CC=2)=O)=CC=1.C1C=CC(/C=C/C(/C=C/C2C=CC=CC=2)=O)=CC=1.[Pd].[Pd]. The product is [C:14]([O:18][C:19]([N:21]1[CH2:26][CH2:25][CH:24]([NH:27][C:2]2[CH:7]=[N:6][C:5]([N:8]3[CH2:13][CH2:12][O:11][CH2:10][CH2:9]3)=[CH:4][CH:3]=2)[CH2:23][CH2:22]1)=[O:20])([CH3:17])([CH3:15])[CH3:16]. The yield is 0.240. (3) The yield is 0.729. The reactants are [OH:1][C:2]1[CH:6]=[C:5]([CH3:7])[N:4]([C:8]([O:10][CH2:11][CH3:12])=[O:9])[N:3]=1.C(=O)([O-])[O-].[K+].[K+].[Cl:19][C:20]1[CH:21]=[C:22]([C:28]([F:31])([F:30])[F:29])[CH:23]=[C:24]([F:27])[C:25]=1F.Cl. The product is [Cl:19][C:20]1[CH:21]=[C:22]([C:28]([F:29])([F:30])[F:31])[CH:23]=[C:24]([F:27])[C:25]=1[O:1][C:2]1[CH:6]=[C:5]([CH3:7])[N:4]([C:8]([O:10][CH2:11][CH3:12])=[O:9])[N:3]=1. The catalyst is CS(C)=O. (4) The reactants are [O:1]=[C:2]1[CH2:6][CH2:5][CH2:4][CH:3]1[C:7]([O:9][CH3:10])=[O:8].[CH2:11](O)[CH:12]=C. The catalyst is C1(C)C=CC=CC=1.[Zn]. The product is [O:1]=[C:2]1[CH2:6][CH2:5][CH2:4][CH:3]1[C:7]([O:9][CH2:10][CH:11]=[CH2:12])=[O:8]. The yield is 0.990.